From a dataset of Forward reaction prediction with 1.9M reactions from USPTO patents (1976-2016). Predict the product of the given reaction. Given the reactants [CH3:1][C:2]1[N:7]=[C:6]([NH:8][S:9]([C:12]2[CH:17]=[CH:16][C:15]([C:18]3C=CC(C#N)=CC=3)=[CH:14][CH:13]=2)(=[O:11])=[O:10])[CH:5]=[CH:4][CH:3]=1.C(C1C=CC(S(Cl)(=O)=O)=CC=1)=[O:27], predict the reaction product. The product is: [CH:18]([C:15]1[CH:16]=[CH:17][C:12]([S:9]([NH:8][C:6]2[CH:5]=[CH:4][CH:3]=[C:2]([CH3:1])[N:7]=2)(=[O:11])=[O:10])=[CH:13][CH:14]=1)=[O:27].